From a dataset of Forward reaction prediction with 1.9M reactions from USPTO patents (1976-2016). Predict the product of the given reaction. (1) Given the reactants [CH3:1][O:2][C:3]([C:5]1[CH:31]=[CH:30][C:8]2[N:9]=[C:10]([NH:12][CH:13]3[CH2:18][CH2:17][N:16]([CH2:19][C:20]4[CH:25]=[CH:24][C:23]([OH:26])=[C:22]([O:27][CH2:28][CH3:29])[CH:21]=4)[CH2:15][CH2:14]3)[O:11][C:7]=2[CH:6]=1)=[O:4].[CH2:32](OC1C=C(C=CC=1OC)C=O)C.C([BH3-])#N.[Na+].C(N(C(C)C)C(C)C)C, predict the reaction product. The product is: [CH3:1][O:2][C:3]([C:5]1[CH:31]=[CH:30][C:8]2[N:9]=[C:10]([NH:12][CH:13]3[CH2:14][CH2:15][N:16]([CH2:19][C:20]4[CH:25]=[CH:24][C:23]([O:26][CH3:32])=[C:22]([O:27][CH2:28][CH3:29])[CH:21]=4)[CH2:17][CH2:18]3)[O:11][C:7]=2[CH:6]=1)=[O:4]. (2) Given the reactants C([N:8]([CH:27]1[CH2:31][CH2:30][N:29]([S:32]([C:35]2[CH:40]=[CH:39][C:38]([O:41][CH2:42][CH2:43][CH2:44][CH3:45])=[CH:37][CH:36]=2)(=[O:34])=[O:33])[CH2:28]1)[CH2:9][CH:10]([OH:26])[CH2:11][O:12][C:13]1[C:25]2[C:24]3[C:19](=[CH:20][CH:21]=[CH:22][CH:23]=3)[NH:18][C:17]=2[CH:16]=[CH:15][CH:14]=1)C1C=CC=CC=1.C([O-])=O.[NH4+], predict the reaction product. The product is: [CH2:42]([O:41][C:38]1[CH:39]=[CH:40][C:35]([S:32]([N:29]2[CH2:30][CH2:31][CH:27]([NH:8][CH2:9][C@H:10]([OH:26])[CH2:11][O:12][C:13]3[C:25]4[C:24]5[C:19](=[CH:20][CH:21]=[CH:22][CH:23]=5)[NH:18][C:17]=4[CH:16]=[CH:15][CH:14]=3)[CH2:28]2)(=[O:34])=[O:33])=[CH:36][CH:37]=1)[CH2:43][CH2:44][CH3:45]. (3) Given the reactants [CH3:1][N:2]1[CH2:6][CH2:5][CH2:4][CH2:3]1.[CH3:7][O:8][CH2:9][Cl:10], predict the reaction product. The product is: [Cl-:10].[CH3:1][N+:2]1([CH2:7][O:8][CH3:9])[CH2:6][CH2:5][CH2:4][CH2:3]1. (4) Given the reactants Cl[C:2](=[O:7])[CH2:3][C:4]([O-:6])=[O:5].[N:8]1[CH:13]=[CH:12][C:11]([NH2:14])=[CH:10][CH:9]=1.[CH3:15]CN(CC)CC, predict the reaction product. The product is: [O:7]=[C:2]([NH:14][C:11]1[CH:12]=[CH:13][N:8]=[CH:9][CH:10]=1)[CH2:3][C:4]([O:6][CH3:15])=[O:5]. (5) Given the reactants CN(C)C=O.[OH:6][C:7]1[CH:12]=[CH:11][C:10]([C:13](=[O:24])[C:14]2[CH:19]=[CH:18][C:17]([N+:20]([O-:22])=[O:21])=[C:16]([CH3:23])[CH:15]=2)=[CH:9][CH:8]=1.C(N(CC)CC)C.[CH3:32][S:33](Cl)(=[O:35])=[O:34], predict the reaction product. The product is: [CH3:32][S:33]([O:6][C:7]1[CH:12]=[CH:11][C:10]([C:13](=[O:24])[C:14]2[CH:19]=[CH:18][C:17]([N+:20]([O-:22])=[O:21])=[C:16]([CH3:23])[CH:15]=2)=[CH:9][CH:8]=1)(=[O:35])=[O:34]. (6) The product is: [S:25]1[C:23]([NH:20][C:21](=[O:8])[O:37][C:33]([CH3:36])([CH3:35])[CH3:34])=[CH:24][N:27]=[CH:26]1. Given the reactants C1C=CC(P(N=[N+]=[N-])(C2C=CC=CC=2)=[O:8])=CC=1.CC[N:20]([CH2:23][CH3:24])[CH2:21]C.[S:25]1C(C(O)=O)=C[N:27]=[CH:26]1.[C:33]([OH:37])([CH3:36])([CH3:35])[CH3:34], predict the reaction product. (7) Given the reactants [F:1][C:2]1[CH:3]=[C:4]([CH:11]([CH2:15][CH:16]([CH3:18])[CH3:17])[C:12]([OH:14])=[O:13])[CH:5]=[CH:6][C:7]=1[N+:8]([O-:10])=[O:9].OS(O)(=O)=O.[CH3:24][CH2:25]O, predict the reaction product. The product is: [CH2:24]([O:13][C:12](=[O:14])[CH:11]([C:4]1[CH:5]=[CH:6][C:7]([N+:8]([O-:10])=[O:9])=[C:2]([F:1])[CH:3]=1)[CH2:15][CH:16]([CH3:18])[CH3:17])[CH3:25]. (8) Given the reactants [Cl:1][C:2]1[C:3]([C:10]2[CH:15]=[CH:14][C:13]([O:16]C(C)C)=[C:12]([CH3:20])[CH:11]=2)=[N:4][N:5]([CH3:9])[C:6]=1[O:7][CH3:8].S(=O)(=O)(O)O, predict the reaction product. The product is: [Cl:1][C:2]1[C:3]([C:10]2[CH:15]=[CH:14][C:13]([OH:16])=[C:12]([CH3:20])[CH:11]=2)=[N:4][N:5]([CH3:9])[C:6]=1[O:7][CH3:8].